From a dataset of Full USPTO retrosynthesis dataset with 1.9M reactions from patents (1976-2016). Predict the reactants needed to synthesize the given product. (1) Given the product [CH3:1][S:2]([NH:5][C:6]1[CH:10]=[CH:9][S:8][C:7]=1[C:11]([OH:13])=[O:12])(=[O:3])=[O:4], predict the reactants needed to synthesize it. The reactants are: [CH3:1][S:2]([NH:5][C:6]1[CH:10]=[CH:9][S:8][C:7]=1[C:11]([O:13]C)=[O:12])(=[O:4])=[O:3].[OH-].[Na+].Cl. (2) Given the product [CH2:1]([O:3][C:4]1[C:5]([CH:22]=[O:23])=[C:6]([F:11])[C:7]([F:10])=[CH:8][CH:9]=1)[CH3:2], predict the reactants needed to synthesize it. The reactants are: [CH2:1]([O:3][C:4]1[CH:9]=[CH:8][C:7]([F:10])=[C:6]([F:11])[CH:5]=1)[CH3:2].C(NC(C)C)(C)C.[Li].CN(C)[CH:22]=[O:23].C(O)(=O)C. (3) Given the product [S:19]([N:9]1[CH2:10][CH:11]=[C:6]([C:4]([O:37][CH3:36])=[O:5])[CH2:7][CH2:8]1)([C:16]1[CH:17]=[CH:18][C:13]([CH3:12])=[CH:14][CH:15]=1)(=[O:21])=[O:20], predict the reactants needed to synthesize it. The reactants are: Cl.ON[C:4]([C:6]1[CH2:7][CH2:8][NH:9][CH2:10][CH:11]=1)=[O:5].[CH3:12][C:13]1[CH:18]=[CH:17][C:16]([S:19](Cl)(=[O:21])=[O:20])=[CH:15][CH:14]=1.O.C1(C)C=CC(S(O)(=O)=O)=CC=1.C[CH2:36][O:37]C(C)=O. (4) Given the product [Cl:1][C:2]1[CH:3]=[C:4]([C:37]2[CH:38]=[CH:39][C:40]([F:43])=[CH:41][CH:42]=2)[CH:5]=[C:6]([Cl:36])[C:7]=1[CH2:8][C@@H:9]1[CH2:13][C@@H:12]([CH2:14][OH:15])[O:11][C:10]1=[O:35], predict the reactants needed to synthesize it. The reactants are: [Cl:1][C:2]1[CH:3]=[C:4]([C:37]2[CH:42]=[CH:41][C:40]([F:43])=[CH:39][CH:38]=2)[CH:5]=[C:6]([Cl:36])[C:7]=1[CH2:8][C@@H:9]1[CH2:13][C@@H:12]([CH2:14][O:15]C(C2C=CC=CC=2)(C2C=CC=CC=2)C2C=CC=CC=2)[O:11][C:10]1=[O:35].C(=O)(O)[O-].[Na+]. (5) Given the product [F:11][C:12]1[CH:20]=[CH:19][C:15]([C:16]([NH:10][C:6]2[CH:7]=[CH:8][CH:9]=[C:4]([N+:1]([O-:3])=[O:2])[CH:5]=2)=[O:17])=[CH:14][CH:13]=1, predict the reactants needed to synthesize it. The reactants are: [N+:1]([C:4]1[CH:5]=[C:6]([NH2:10])[CH:7]=[CH:8][CH:9]=1)([O-:3])=[O:2].[F:11][C:12]1[CH:20]=[CH:19][C:15]([C:16](Cl)=[O:17])=[CH:14][CH:13]=1. (6) Given the product [CH2:9]([CH:10]([CH2:22][CH3:23])[CH2:11][C:14]1([C:20]#[N:21])[CH2:19][CH2:18][CH2:17][CH2:16][CH2:15]1)[CH3:8], predict the reactants needed to synthesize it. The reactants are: C(NC(C)C)(C)C.[CH2:8]([Mg]Cl)[CH2:9][CH2:10][CH3:11].[CH:14]1([C:20]#[N:21])[CH2:19][CH2:18][CH2:17][CH2:16][CH2:15]1.[C:22](O)(=O)[CH3:23]. (7) Given the product [CH3:8][O:9][C:10]1[CH:11]=[C:12]([CH:16]=[C:17]([CH3:23])[C:18]=1[O:19][CH2:20][C:21]#[CH:22])[C:13]([Cl:26])=[O:14], predict the reactants needed to synthesize it. The reactants are: C1(C)C=CC=CC=1.[CH3:8][O:9][C:10]1[CH:11]=[C:12]([CH:16]=[C:17]([CH3:23])[C:18]=1[O:19][CH2:20][C:21]#[CH:22])[C:13](O)=[O:14].S(Cl)([Cl:26])=O. (8) Given the product [O:16]=[C:5]1[C:4]2[C:8](=[CH:9][CH:10]=[C:2]([O:1][CH2:28][C:27]3[CH:26]=[C:25]([C:22]4[CH:23]=[CH:24][C:19]([C:18]([F:17])([F:33])[F:34])=[CH:20][CH:21]=4)[CH:32]=[CH:31][CH:30]=3)[CH:3]=2)[CH:7]([CH2:11][C:12]([O:14][CH3:15])=[O:13])[NH:6]1, predict the reactants needed to synthesize it. The reactants are: [OH:1][C:2]1[CH:3]=[C:4]2[C:8](=[CH:9][CH:10]=1)[CH:7]([CH2:11][C:12]([O:14][CH3:15])=[O:13])[NH:6][C:5]2=[O:16].[F:17][C:18]([F:34])([F:33])[C:19]1[CH:24]=[CH:23][C:22]([C:25]2[CH:26]=[C:27]([CH:30]=[CH:31][CH:32]=2)[CH2:28]Br)=[CH:21][CH:20]=1. (9) Given the product [NH:8]1[C:12]2=[N:13][CH:14]=[CH:15][C:16]([O:17][C:18]3[CH:23]=[CH:22][C:21]([NH:24][C:25]([NH:27][C:28](=[O:36])[CH2:29][C:30]4[CH:31]=[CH:32][CH:33]=[CH:34][CH:35]=4)=[S:26])=[CH:20][C:19]=3[F:37])=[C:11]2[CH:10]=[N:9]1, predict the reactants needed to synthesize it. The reactants are: COC1C=CC(C[N:8]2[C:12]3=[N:13][CH:14]=[CH:15][C:16]([O:17][C:18]4[CH:23]=[CH:22][C:21]([NH:24][C:25]([NH:27][C:28](=[O:36])[CH2:29][C:30]5[CH:35]=[CH:34][CH:33]=[CH:32][CH:31]=5)=[S:26])=[CH:20][C:19]=4[F:37])=[C:11]3[CH:10]=[N:9]2)=CC=1.FC(F)(F)C(O)=O. (10) Given the product [CH3:1][C@@H:2]1[O:3][CH2:4][C@H:5]([OH:6])[C@@H:7]([NH:17][C@H:15]([C:9]2[CH:14]=[CH:13][CH:12]=[CH:11][CH:10]=2)[CH3:16])[CH2:8]1, predict the reactants needed to synthesize it. The reactants are: [CH3:1][C@H:2]1[CH2:8][CH:7]2[CH:5]([O:6]2)[CH2:4][O:3]1.[C:9]1([C@H:15]([NH2:17])[CH3:16])[CH:14]=[CH:13][CH:12]=[CH:11][CH:10]=1.